This data is from Full USPTO retrosynthesis dataset with 1.9M reactions from patents (1976-2016). The task is: Predict the reactants needed to synthesize the given product. (1) Given the product [C:1]([NH:4][CH2:5][CH2:6][NH:7][C:8]1[N:13]=[C:12]([C:14]2[CH:15]=[CH:16][CH:17]=[CH:18][CH:19]=2)[N:11]=[C:10]([NH:20][C:21](=[O:26])[C:22]([N:37]2[CH2:38][CH2:39][CH:34]([CH2:27][C:28]3[CH:33]=[CH:32][CH:31]=[CH:30][CH:29]=3)[CH2:35][CH2:36]2)=[O:24])[CH:9]=1)(=[O:3])[CH3:2], predict the reactants needed to synthesize it. The reactants are: [C:1]([NH:4][CH2:5][CH2:6][NH:7][C:8]1[N:13]=[C:12]([C:14]2[CH:19]=[CH:18][CH:17]=[CH:16][CH:15]=2)[N:11]=[C:10]([NH:20][C:21](=[O:26])[C:22]([O:24]C)=O)[CH:9]=1)(=[O:3])[CH3:2].[CH2:27]([CH:34]1[CH2:39][CH2:38][NH:37][CH2:36][CH2:35]1)[C:28]1[CH:33]=[CH:32][CH:31]=[CH:30][CH:29]=1. (2) Given the product [N:13]1([CH2:2][CH2:3][CH2:4][O:5][C:6]2[CH:11]=[CH:10][C:9]([I:12])=[CH:8][CH:7]=2)[CH2:18][CH2:17][CH2:16][CH2:15][CH2:14]1, predict the reactants needed to synthesize it. The reactants are: Cl[CH2:2][CH2:3][CH2:4][O:5][C:6]1[CH:11]=[CH:10][C:9]([I:12])=[CH:8][CH:7]=1.[NH:13]1[CH2:18][CH2:17][CH2:16][CH2:15][CH2:14]1.C(=O)([O-])[O-].[Na+].[Na+].